From a dataset of Reaction yield outcomes from USPTO patents with 853,638 reactions. Predict the reaction yield, written as a fraction of the theoretical maximum amount of product (1.0 means a 100% yield; for example, 0.34 means a 34% yield). (1) The reactants are [CH3:1][O:2][C:3]1[CH:4]=[C:5]2[CH2:14][CH:13]([CH2:15][CH:16]3[CH2:21][CH2:20][N:19]([CH2:22][C:23]4[CH:24]=[CH:25][CH:26]=[CH:27][CH:28]=4)[CH2:18][CH2:17]3)[C:11](=[O:12])[C:6]2=[CH:7][C:8]=1[O:9][CH3:10].[ClH:29]. The catalyst is C(O)C. The product is [CH3:1][O:2][C:3]1[CH:4]=[C:5]2[CH2:14][CH:13]([CH2:15][CH:16]3[CH2:17][CH2:18][N:19]([CH2:22][C:23]4[CH:28]=[CH:27][CH:26]=[CH:25][CH:24]=4)[CH2:20][CH2:21]3)[C:11](=[O:12])[C:6]2=[CH:7][C:8]=1[O:9][CH3:10].[ClH:29]. The yield is 0.953. (2) The reactants are [CH3:1][C:2]1([CH3:11])[CH2:10][C:9]2[NH:8][N:7]=[CH:6][C:5]=2[CH2:4][CH2:3]1.[I:12]I.[OH-].[K+].S([O-])(O)=O.[Na+]. The catalyst is CN(C)C=O.O. The product is [I:12][C:6]1[C:5]2[CH2:4][CH2:3][C:2]([CH3:11])([CH3:1])[CH2:10][C:9]=2[NH:8][N:7]=1. The yield is 0.230. (3) The reactants are COC1C=C(OC)C=CC=1C[N:6]([C:32]1[CH:37]=[CH:36][N:35]=[CH:34][N:33]=1)[S:7]([C:10]1[CH:15]=[C:14]([F:16])[C:13]([O:17][C@H:18]2[CH2:22][C@H:21]([O:23][CH3:24])[CH2:20][C@@H:19]2[C:25]2[N:29]([CH3:30])[N:28]=[CH:27][CH:26]=2)=[CH:12][C:11]=1[F:31])(=[O:9])=[O:8].C([SiH](CC)CC)C.FC(F)(F)C(O)=O. The catalyst is ClCCl. The product is [F:31][C:11]1[CH:12]=[C:13]([O:17][C@H:18]2[CH2:22][C@H:21]([O:23][CH3:24])[CH2:20][C@@H:19]2[C:25]2[N:29]([CH3:30])[N:28]=[CH:27][CH:26]=2)[C:14]([F:16])=[CH:15][C:10]=1[S:7]([NH:6][C:32]1[CH:37]=[CH:36][N:35]=[CH:34][N:33]=1)(=[O:8])=[O:9]. The yield is 0.810. (4) The reactants are [CH:1]([CH:3]=O)=[O:2].[CH2:5]([NH:7][CH2:8][C@H:9]([OH:11])[CH3:10])[CH3:6]. The catalyst is C1(C)C=CC=CC=1. The product is [CH2:5]([N:7]1[CH2:8][C@@H:9]([CH3:10])[O:11][C:1](=[O:2])[CH2:3]1)[CH3:6]. The yield is 0.520. (5) The reactants are CO[C:3]([C:5]1[C:6](=[O:18])[N:7]([CH3:17])[C:8]2[C:13]([C:14]=1[OH:15])=[C:12]([Cl:16])[CH:11]=[CH:10][CH:9]=2)=[O:4].[CH2:19]([NH:21][C:22]1[CH:27]=[CH:26][CH:25]=[CH:24][CH:23]=1)[CH3:20].CCCCCCC. The catalyst is CO. The product is [CH3:20][CH2:19][N:21]([C:3]([C:5]1[C:6](=[O:18])[N:7]([CH3:17])[C:8]2[CH:9]=[CH:10][CH:11]=[C:12]([Cl:16])[C:13]=2[C:14]=1[OH:15])=[O:4])[C:22]1[CH:23]=[CH:24][CH:25]=[CH:26][CH:27]=1. The yield is 0.980. (6) The product is [CH3:3][S:4]([NH:7][C:8]1[CH:17]=[CH:16][C:11]([C:12]([OH:14])=[O:13])=[CH:10][CH:9]=1)(=[O:6])=[O:5]. The reactants are [OH-].[Na+].[CH3:3][S:4]([NH:7][C:8]1[CH:17]=[CH:16][C:11]([C:12]([O:14]C)=[O:13])=[CH:10][CH:9]=1)(=[O:6])=[O:5]. The yield is 0.746. The catalyst is CO.O. (7) The catalyst is CC(C)=O.O. The yield is 0.900. The reactants are [N+:1]([C:4]1[CH:5]=[C:6](O)[CH:7]=[CH:8][CH:9]=1)([O-:3])=[O:2].ClC[C:13]1[O:17][C:16]([C:18]([O:20][CH3:21])=[O:19])=[CH:15][CH:14]=1.[C:22]([O-])([O-])=[O:23].[K+].[K+]. The product is [N+:1]([C:4]1[CH:5]=[CH:6][C:7]([O:23][CH2:22][C:14]2[CH:15]=[C:16]([C:18]([O:20][CH3:21])=[O:19])[O:17][CH:13]=2)=[CH:8][CH:9]=1)([O-:3])=[O:2]. (8) The reactants are Cl[C:2]1[N:3]=[C:4]([O:29][CH:30]2[CH2:34][CH2:33][CH2:32][CH2:31]2)[C:5]2[C:10]([C:11]3[CH:20]=[CH:19][C:14]([C:15]([NH:17][CH3:18])=[O:16])=[CH:13][CH:12]=3)=[CH:9][N:8]([CH2:21][O:22][CH2:23][CH2:24][Si:25]([CH3:28])([CH3:27])[CH3:26])[C:6]=2[N:7]=1.[NH2:35][C:36]1[CH:45]=[CH:44][C:39]([C:40]([NH:42][CH3:43])=[O:41])=[CH:38][C:37]=1[O:46][CH3:47].C1(P(C2C=CC=CC=2)C2C=CC3C(=CC=CC=3)C=2C2C3C(=CC=CC=3)C=CC=2P(C2C=CC=CC=2)C2C=CC=CC=2)C=CC=CC=1.C(=O)([O-])[O-].[Cs+].[Cs+]. The catalyst is C([O-])(=O)C.[Pd+2].C([O-])(=O)C.O1CCOCC1. The product is [CH:30]1([O:29][C:4]2[C:5]3[C:10]([C:11]4[CH:20]=[CH:19][C:14]([C:15](=[O:16])[NH:17][CH3:18])=[CH:13][CH:12]=4)=[CH:9][N:8]([CH2:21][O:22][CH2:23][CH2:24][Si:25]([CH3:28])([CH3:27])[CH3:26])[C:6]=3[N:7]=[C:2]([NH:35][C:36]3[CH:45]=[CH:44][C:39]([C:40]([NH:42][CH3:43])=[O:41])=[CH:38][C:37]=3[O:46][CH3:47])[N:3]=2)[CH2:34][CH2:33][CH2:32][CH2:31]1. The yield is 0.671.